From a dataset of SARS-CoV-2 main protease (3CLPro) crystallographic fragment screen with 879 compounds. Binary Classification. Given a drug SMILES string, predict its activity (active/inactive) in a high-throughput screening assay against a specified biological target. (1) The drug is c1ccc(CCNc2nc3ccccc3[nH]2)cc1. The result is 0 (inactive). (2) The drug is Clc1cccc(CN2CCOCC2)c1. The result is 1 (active).